This data is from Reaction yield outcomes from USPTO patents with 853,638 reactions. The task is: Predict the reaction yield, written as a fraction of the theoretical maximum amount of product (1.0 means a 100% yield; for example, 0.34 means a 34% yield). (1) The reactants are Cl[C:2]1[CH:7]=[CH:6][C:5]([N+:8]([O-:10])=[O:9])=[CH:4][C:3]=1[O:11][CH3:12].[CH3:13][C:14]1[N:15]=[CH:16][NH:17][CH:18]=1.[OH-].[K+]. The catalyst is CS(C)=O. The product is [CH3:12][O:11][C:3]1[CH:4]=[C:5]([N+:8]([O-:10])=[O:9])[CH:6]=[CH:7][C:2]=1[N:17]1[CH:18]=[C:14]([CH3:13])[N:15]=[CH:16]1. The yield is 0.450. (2) The reactants are [CH2:1]([C:3]1[CH:4]([C:9]([O:11][CH2:12][CH3:13])=[O:10])[CH2:5][C:6](=[O:8])[CH:7]=1)[CH3:2]. The catalyst is [Pd].CCOC(C)=O. The product is [CH2:1]([CH:3]1[CH2:7][C:6](=[O:8])[CH2:5][CH:4]1[C:9]([O:11][CH2:12][CH3:13])=[O:10])[CH3:2]. The yield is 0.990. (3) The reactants are [Cl:1][C:2]1[N:3]=[C:4](Cl)[C:5]2[CH2:10][CH2:9][CH:8]([C:11]3[CH:16]=[CH:15][CH:14]=[CH:13][CH:12]=3)[C:6]=2[N:7]=1.[CH:18]1([NH2:22])[CH2:21][CH2:20][CH2:19]1.O. The catalyst is CN1C(=O)CCC1. The product is [Cl:1][C:2]1[N:3]=[C:4]([NH:22][CH:18]2[CH2:21][CH2:20][CH2:19]2)[C:5]2[CH2:10][CH2:9][CH:8]([C:11]3[CH:16]=[CH:15][CH:14]=[CH:13][CH:12]=3)[C:6]=2[N:7]=1. The yield is 0.940. (4) The product is [F:14][C:15]1[CH:16]=[C:17]([CH:21]=[CH:22][CH:23]=1)[CH2:18][O:19][N:20]=[C:2]([C:4]1[CH:9]=[CH:8][C:7]([O:10][CH3:11])=[C:6]([F:12])[CH:5]=1)[CH3:1]. The catalyst is C(O)C. The reactants are [CH3:1][C:2]([C:4]1[CH:9]=[CH:8][C:7]([O:10][CH3:11])=[C:6]([F:12])[CH:5]=1)=O.Cl.[F:14][C:15]1[CH:16]=[C:17]([CH:21]=[CH:22][CH:23]=1)[CH2:18][O:19][NH2:20].N1C=CC=CC=1. The yield is 0.900. (5) The reactants are [H-].[Na+].CN(C=O)C.[F:8][CH:9]([F:12])[CH2:10][OH:11].F[C:14]1[CH:21]=[CH:20][C:17]([CH:18]=[O:19])=[CH:16][CH:15]=1. The catalyst is CCOCC.CCCCCC. The product is [F:8][CH:9]([F:12])[CH2:10][O:11][C:14]1[CH:21]=[CH:20][C:17]([CH:18]=[O:19])=[CH:16][CH:15]=1. The yield is 0.770. (6) The reactants are C([Li])(C)(C)C.Br[C:7]1[N:12]=[C:11]([CH3:13])[C:10]([O:14][CH3:15])=[C:9]([CH3:16])[CH:8]=1.[Br:17][C:18]1[CH:19]=[C:20](/[C:24](/[C:32]2[CH:37]=[CH:36][CH:35]=[C:34]([F:38])[C:33]=2[C:39]#[N:40])=[N:25]\S(C(C)(C)C)=O)[CH:21]=[CH:22][CH:23]=1.Cl.CO. The catalyst is C1COCC1. The product is [Br:17][C:18]1[CH:19]=[C:20]([C:24]2([C:7]3[CH:8]=[C:9]([CH3:16])[C:10]([O:14][CH3:15])=[C:11]([CH3:13])[N:12]=3)[C:32]3[C:33](=[C:34]([F:38])[CH:35]=[CH:36][CH:37]=3)[C:39]([NH2:40])=[N:25]2)[CH:21]=[CH:22][CH:23]=1. The yield is 0.840. (7) The product is [C:14]([C:2]1[CH:11]=[CH:10][C:5]([C:6]([O:8][CH3:9])=[O:7])=[C:4]([CH2:12][CH3:13])[CH:3]=1)#[N:15]. The reactants are Br[C:2]1[CH:11]=[CH:10][C:5]([C:6]([O:8][CH3:9])=[O:7])=[C:4]([CH2:12][CH3:13])[CH:3]=1.[CH3:14][N:15](C=O)C. The catalyst is [C-]#N.[C-]#N.[Zn+2].C1C=CC([P]([Pd]([P](C2C=CC=CC=2)(C2C=CC=CC=2)C2C=CC=CC=2)([P](C2C=CC=CC=2)(C2C=CC=CC=2)C2C=CC=CC=2)[P](C2C=CC=CC=2)(C2C=CC=CC=2)C2C=CC=CC=2)(C2C=CC=CC=2)C2C=CC=CC=2)=CC=1. The yield is 0.400.